Predict the reactants needed to synthesize the given product. From a dataset of Full USPTO retrosynthesis dataset with 1.9M reactions from patents (1976-2016). (1) Given the product [CH3:1][C:2]1[C:7]([S:10]([Cl:9])(=[O:13])=[O:11])=[CH:6][C:5]([CH3:8])=[CH:4][C:3]=1[S:10]([Cl:9])(=[O:13])=[O:11], predict the reactants needed to synthesize it. The reactants are: [CH3:1][C:2]1[CH:7]=[CH:6][C:5]([CH3:8])=[CH:4][CH:3]=1.[Cl:9][S:10]([OH:13])(=O)=[O:11]. (2) Given the product [CH3:20][N:15]1[CH2:16][CH2:17][CH:11]2[N:10]([C:7]3[CH:6]=[CH:5][C:4]([N+:1]([O-:3])=[O:2])=[CH:9][CH:8]=3)[CH2:14][CH2:13][CH:12]12, predict the reactants needed to synthesize it. The reactants are: [N+:1]([C:4]1[CH:9]=[CH:8][C:7]([N:10]2[CH2:14][CH2:13][CH:12]3[NH:15][CH2:16][CH2:17][CH:11]23)=[CH:6][CH:5]=1)([O-:3])=[O:2].C=O.[CH:20](O)=O.Cl. (3) Given the product [ClH:25].[N:9]1([C:13]([O:15][CH2:16][C:17]2[CH:22]=[CH:21][CH:20]=[CH:19][CH:18]=2)=[O:14])[CH2:10][CH2:11][CH2:12][NH:8]1, predict the reactants needed to synthesize it. The reactants are: C(OC([N:8]1[CH2:12][CH2:11][CH2:10][N:9]1[C:13]([O:15][CH2:16][C:17]1[CH:22]=[CH:21][CH:20]=[CH:19][CH:18]=1)=[O:14])=O)(C)(C)C.S(Cl)([Cl:25])=O. (4) Given the product [Cl:1][C:2]1[CH:3]=[CH:4][C:5]([C:8]([NH:32][C:33]2[CH:34]=[CH:35][C:36]([F:57])=[C:37]([C:39]3([CH3:56])[C:45]([F:46])([F:47])[CH2:44][O:43][CH2:42][C:41]([NH:48][C:49](=[O:55])[O:50][C:51]([CH3:52])([CH3:54])[CH3:53])=[N:40]3)[CH:38]=2)=[O:10])=[N:6][CH:7]=1, predict the reactants needed to synthesize it. The reactants are: [Cl:1][C:2]1[CH:3]=[CH:4][C:5]([C:8]([OH:10])=O)=[N:6][CH:7]=1.CCN=C=NCCCN(C)C.C1C=NC2N(O)N=NC=2C=1.[NH2:32][C:33]1[CH:34]=[CH:35][C:36]([F:57])=[C:37]([C:39]2([CH3:56])[C:45]([F:47])([F:46])[CH2:44][O:43][CH2:42][C:41]([NH:48][C:49](=[O:55])[O:50][C:51]([CH3:54])([CH3:53])[CH3:52])=[N:40]2)[CH:38]=1.C(OC(C)(C)C)=O. (5) Given the product [CH3:26][N:18]1[C:17]2[C:22]([CH3:24])=[CH:23][C:14]([C:12]([C:10]3[CH:9]=[CH:8][C:5]([C:6]#[N:7])=[C:4]([F:3])[CH:11]=3)=[O:13])=[CH:15][C:16]=2[O:20][C:19]1=[O:21], predict the reactants needed to synthesize it. The reactants are: [H-].[Na+].[F:3][C:4]1[CH:11]=[C:10]([C:12]([C:14]2[CH:23]=[C:22]([CH3:24])[C:17]3[NH:18][C:19](=[O:21])[O:20][C:16]=3[CH:15]=2)=[O:13])[CH:9]=[CH:8][C:5]=1[C:6]#[N:7].I[CH3:26]. (6) The reactants are: C([O:5][C:6](=[O:24])[CH2:7][N:8]1[CH2:12][CH2:11][CH:10]([C:13](=[O:23])[NH:14][C:15]2[CH:20]=[CH:19][C:18]([OH:21])=[C:17]([Cl:22])[CH:16]=2)[CH2:9]1)(C)(C)C. Given the product [Cl:22][C:17]1[CH:16]=[C:15]([NH:14][C:13]([CH:10]2[CH2:11][CH2:12][N:8]([CH2:7][C:6]([OH:24])=[O:5])[CH2:9]2)=[O:23])[CH:20]=[CH:19][C:18]=1[OH:21], predict the reactants needed to synthesize it.